Dataset: Peptide-MHC class I binding affinity with 185,985 pairs from IEDB/IMGT. Task: Regression. Given a peptide amino acid sequence and an MHC pseudo amino acid sequence, predict their binding affinity value. This is MHC class I binding data. The peptide sequence is YEAYVRYPEEF. The MHC is Mamu-B17 with pseudo-sequence Mamu-B17. The binding affinity (normalized) is 0.